This data is from TCR-epitope binding with 47,182 pairs between 192 epitopes and 23,139 TCRs. The task is: Binary Classification. Given a T-cell receptor sequence (or CDR3 region) and an epitope sequence, predict whether binding occurs between them. The epitope is YLNTLTLAV. The TCR CDR3 sequence is CASSLGWGETQYF. Result: 1 (the TCR binds to the epitope).